From a dataset of Hepatocyte clearance measurements from AstraZeneca. Regression/Classification. Given a drug SMILES string, predict its absorption, distribution, metabolism, or excretion properties. Task type varies by dataset: regression for continuous measurements (e.g., permeability, clearance, half-life) or binary classification for categorical outcomes (e.g., BBB penetration, CYP inhibition). For this dataset (clearance_hepatocyte_az), we predict log10(clearance) (log10 of the in vitro intrinsic clearance, CLint, in uL/min per 10^6 hepatocytes; values are censored to the assay range of 3 to 150, which is 0.477 to 2.18 on this log10 scale). The compound is CCN(C(=O)c1cnn(-c2ccccc2)c1NS(=O)(=O)c1ccc(-c2cnco2)cc1)C1CCCCC1. The log10(clearance) is 0.980.